This data is from Reaction yield outcomes from USPTO patents with 853,638 reactions. The task is: Predict the reaction yield, written as a fraction of the theoretical maximum amount of product (1.0 means a 100% yield; for example, 0.34 means a 34% yield). (1) The reactants are [CH:1]1([C:4]([NH:6][C:7]2[CH:8]=[C:9]([CH:13]3[C:22]([CH3:24])([CH3:23])[CH2:21][C:20]4[C:15](=[CH:16][CH:17]=[C:18]([C:25]([O:27]C)=[O:26])[CH:19]=4)[NH:14]3)[CH:10]=[CH:11][CH:12]=2)=[O:5])[CH2:3][CH2:2]1.[OH-].[Na+]. The catalyst is CO.O. The product is [CH:1]1([C:4]([NH:6][C:7]2[CH:8]=[C:9]([CH:13]3[C:22]([CH3:24])([CH3:23])[CH2:21][C:20]4[C:15](=[CH:16][CH:17]=[C:18]([C:25]([OH:27])=[O:26])[CH:19]=4)[NH:14]3)[CH:10]=[CH:11][CH:12]=2)=[O:5])[CH2:2][CH2:3]1. The yield is 0.582. (2) The reactants are [CH2:1]([C:5]1[N:9]2[CH:10]=[CH:11][CH:12]=[CH:13][C:8]2=[C:7]([C:14](=[O:19])C(F)(F)F)[N:6]=1)[CH2:2][CH2:3][CH3:4].[OH-:20].[K+]. The catalyst is CCO. The product is [CH2:1]([C:5]1[N:9]2[CH:10]=[CH:11][CH:12]=[CH:13][C:8]2=[C:7]([C:14]([OH:19])=[O:20])[N:6]=1)[CH2:2][CH2:3][CH3:4]. The yield is 0.620. (3) The reactants are [NH2:1][C:2]1[N:7]=[C:6]([CH3:8])[N:5]=[C:4]([C:9]2[N:14]=[C:13]([C:15](=[O:17])[CH3:16])[CH:12]=[N:11][C:10]=2[NH:18][C:19]2[CH:20]=[N:21][C:22]([O:26][CH3:27])=[C:23]([F:25])[CH:24]=2)[CH:3]=1.[CH3:28][Mg]Br.C(OCC)C. The catalyst is O1CCCC1.[NH4+].[Cl-]. The product is [NH2:1][C:2]1[N:7]=[C:6]([CH3:8])[N:5]=[C:4]([C:9]2[N:14]=[C:13]([C:15]([OH:17])([CH3:28])[CH3:16])[CH:12]=[N:11][C:10]=2[NH:18][C:19]2[CH:20]=[N:21][C:22]([O:26][CH3:27])=[C:23]([F:25])[CH:24]=2)[CH:3]=1. The yield is 0.741.